From a dataset of Reaction yield outcomes from USPTO patents with 853,638 reactions. Predict the reaction yield, written as a fraction of the theoretical maximum amount of product (1.0 means a 100% yield; for example, 0.34 means a 34% yield). The reactants are [Br:1][C:2]1[CH:3]=[N:4][CH:5]=[C:6]([CH:10]=1)[C:7]([OH:9])=[O:8].S(Cl)(Cl)=O.C([O-])(O)=O.[Na+].[CH2:20](O)[CH3:21]. No catalyst specified. The product is [Br:1][C:2]1[CH:3]=[N:4][CH:5]=[C:6]([CH:10]=1)[C:7]([O:9][CH2:20][CH3:21])=[O:8]. The yield is 0.990.